Dataset: CYP2C19 inhibition data for predicting drug metabolism from PubChem BioAssay. Task: Regression/Classification. Given a drug SMILES string, predict its absorption, distribution, metabolism, or excretion properties. Task type varies by dataset: regression for continuous measurements (e.g., permeability, clearance, half-life) or binary classification for categorical outcomes (e.g., BBB penetration, CYP inhibition). Dataset: cyp2c19_veith. (1) The molecule is CC(C)=CCC/C(C)=C/CO/N=C1/C[C@@H](O)[C@@H](O)[C@H]2[C@@H]1CC[C@@H]1C(=O)N(c3cccc(Oc4ccccc4)c3)C(=O)[C@H]12. The result is 0 (non-inhibitor). (2) The compound is Cc1cccc(OCCn2c(S(=O)(=O)O)nc3ccccc32)c1. The result is 0 (non-inhibitor).